From a dataset of Catalyst prediction with 721,799 reactions and 888 catalyst types from USPTO. Predict which catalyst facilitates the given reaction. (1) Reactant: [NH2:1][C@H:2]([C:7]([OH:9])=[O:8])[CH2:3][CH:4]([CH3:6])[CH3:5].[OH-].[K+:11]. Product: [NH2:1][CH:2]([CH2:3][CH:4]([CH3:6])[CH3:5])[C:7]([O-:9])=[O:8].[K+:11]. The catalyst class is: 6. (2) Reactant: C([O:3][C:4](=O)[C:5]1[CH:10]=[CH:9][C:8]([C:11]#[N:12])=[N:7][CH:6]=1)C.[BH4-].[Na+]. Product: [OH:3][CH2:4][C:5]1[CH:6]=[N:7][C:8]([C:11]#[N:12])=[CH:9][CH:10]=1. The catalyst class is: 5. (3) Reactant: C[O:2][C:3]([C:5]1[C:17]2[C:16]3[C:11](=[C:12]([Cl:18])[CH:13]=[CH:14][CH:15]=3)[N:10]([CH2:19][CH2:20][CH:21]3C[CH2:25][CH2:24][CH2:23][CH2:22]3)[C:9]=2[C:8]([O:27][CH3:28])=[CH:7][CH:6]=1)=[O:4]. Product: [Cl:18][C:12]1[CH:13]=[CH:14][CH:15]=[C:16]2[C:11]=1[N:10]([CH2:19][CH:20]1[CH2:21][CH2:22][CH2:23][CH2:24][CH2:25]1)[C:9]1[C:8]([O:27][CH3:28])=[CH:7][CH:6]=[C:5]([C:3]([OH:2])=[O:4])[C:17]2=1. The catalyst class is: 273. (4) The catalyst class is: 1. Reactant: [CH:1]([O:4][C:5]1[CH:6]=[C:7]([CH:29]=[CH:30][CH:31]=1)[C:8]([C:10]1[C:19]2[C:14](=[CH:15][C:16]([O:22][CH3:23])=[C:17]([O:20][CH3:21])[CH:18]=2)[C:13]([CH2:24][CH2:25][C:26]([OH:28])=O)=[CH:12][N:11]=1)=[O:9])([CH3:3])[CH3:2].C([N:34](CC)CC)C.ClC(OCC(C)C)=O.[OH-].N. Product: [CH:1]([O:4][C:5]1[CH:6]=[C:7]([CH:29]=[CH:30][CH:31]=1)[C:8]([C:10]1[C:19]2[C:14](=[CH:15][C:16]([O:22][CH3:23])=[C:17]([O:20][CH3:21])[CH:18]=2)[C:13]([CH2:24][CH2:25][C:26]([NH2:34])=[O:28])=[CH:12][N:11]=1)=[O:9])([CH3:3])[CH3:2].